This data is from Forward reaction prediction with 1.9M reactions from USPTO patents (1976-2016). The task is: Predict the product of the given reaction. (1) Given the reactants C[O:2][C:3](=O)[C:4]([C:6]1[C:16]2=[C:17]3[C:12](=[CH:13][CH:14]=[CH:15]2)[CH2:11][CH:10]([CH2:18][OH:19])[CH2:9][N:8]3[CH:7]=1)=O.[Br:21][C:22]1[CH:30]=[C:29]2[C:25]([C:26]([CH2:31][C:32]([NH2:34])=[O:33])=[CH:27][NH:28]2)=[CH:24][CH:23]=1, predict the reaction product. The product is: [Br:21][C:22]1[CH:30]=[C:29]2[C:25]([C:26]([CH:31]3[CH:4]([C:6]4[C:16]5=[C:17]6[C:12](=[CH:13][CH:14]=[CH:15]5)[CH2:11][CH:10]([CH2:18][OH:19])[CH2:9][N:8]6[CH:7]=4)[C:3](=[O:2])[NH:34][C:32]3=[O:33])=[CH:27][NH:28]2)=[CH:24][CH:23]=1. (2) Given the reactants CCOC(/N=N/C(OCC)=O)=O.C1C=CC(P(C2C=CC=CC=2)C2C=CC=CC=2)=CC=1.[Br:32][CH2:33][CH2:34][OH:35].[Cl:36][C:37]1[C:42]([O:43][CH3:44])=[CH:41][C:40](O)=[C:39]([N+:46]([O-:48])=[O:47])[CH:38]=1, predict the reaction product. The product is: [Br:32][CH2:33][CH2:34][O:35][C:40]1[CH:41]=[C:42]([O:43][CH3:44])[C:37]([Cl:36])=[CH:38][C:39]=1[N+:46]([O-:48])=[O:47].